Dataset: Forward reaction prediction with 1.9M reactions from USPTO patents (1976-2016). Task: Predict the product of the given reaction. (1) Given the reactants C([O:3][C:4]([CH:6]1[O:11][C:10]2[CH:12]=[C:13]([Cl:17])[C:14]([Cl:16])=[CH:15][C:9]=2[O:8][CH2:7]1)=[O:5])C.[Li+].[OH-], predict the reaction product. The product is: [Cl:16][C:14]1[C:13]([Cl:17])=[CH:12][C:10]2[O:11][CH:6]([C:4]([OH:5])=[O:3])[CH2:7][O:8][C:9]=2[CH:15]=1. (2) Given the reactants [Cl-].[NH4+].[F:3][C:4]1[CH:9]=[CH:8][C:7]([N+:10]([O-])=O)=[CH:6][C:5]=1[C@@:13]12[N:22]=[C:21]([NH:23][C:24](=[O:30])[O:25][C:26]([CH3:29])([CH3:28])[CH3:27])[S:20][CH2:19][C@@H:18]1[CH2:17][C@H:16]([CH2:31][OH:32])[O:15][CH2:14]2, predict the reaction product. The product is: [NH2:10][C:7]1[CH:8]=[CH:9][C:4]([F:3])=[C:5]([C@@:13]23[N:22]=[C:21]([NH:23][C:24](=[O:30])[O:25][C:26]([CH3:28])([CH3:29])[CH3:27])[S:20][CH2:19][C@@H:18]2[CH2:17][C@H:16]([CH2:31][OH:32])[O:15][CH2:14]3)[CH:6]=1. (3) The product is: [CH2:11]=[CH:10][C:9]#[N:12].[CH2:1]=[CH:2][C:3]1[CH:8]=[CH:7][CH:6]=[CH:5][CH:4]=1. Given the reactants [CH2:1]=[CH:2][C:3]1[CH:8]=[CH:7][CH:6]=[CH:5][CH:4]=1.[C:9](#[N:12])[CH:10]=[CH2:11].CC(C(C(C(S)(C)C)(C)C)(C)C)C.C(OOC(=O)C1C=CC=CC=1)(=O)C1C=CC=CC=1.C(OOC(C1C=CC=CC=1)(C)C)(C1C=CC=CC=1)(C)C.C=CN1C(=O)CCC1, predict the reaction product.